Dataset: Reaction yield outcomes from USPTO patents with 853,638 reactions. Task: Predict the reaction yield, written as a fraction of the theoretical maximum amount of product (1.0 means a 100% yield; for example, 0.34 means a 34% yield). (1) The reactants are [Br:1][C:2]1[CH:3]=[C:4]([C:14]([OH:16])=O)[C:5]2[CH:10]=[N:9][N:8]([CH:11]([CH3:13])[CH3:12])[C:6]=2[N:7]=1.C1CN([P+](ON2N=NC3C=CC=CC2=3)(N2CCCC2)N2CCCC2)CC1.F[P-](F)(F)(F)(F)F.[NH2:50][CH2:51][C:52]1[C:53](=[O:62])[NH:54][C:55]([CH3:61])=[CH:56][C:57]=1[CH2:58][O:59][CH3:60].O. The catalyst is CS(C)=O. The product is [Br:1][C:2]1[CH:3]=[C:4]([C:14]([NH:50][CH2:51][C:52]2[C:53](=[O:62])[NH:54][C:55]([CH3:61])=[CH:56][C:57]=2[CH2:58][O:59][CH3:60])=[O:16])[C:5]2[CH:10]=[N:9][N:8]([CH:11]([CH3:12])[CH3:13])[C:6]=2[N:7]=1. The yield is 0.245. (2) The reactants are O1CCCC1.C([O:8][C:9](=O)[C:10]1[CH:15]=[CH:14][C:13]([CH2:16][CH2:17][C:18]2[O:19][CH:20]=[CH:21][CH:22]=2)=[CH:12][C:11]=1CC)C.[H-].C([Al+]CC(C)C)C(C)C.C(C(C(C([O-])=O)O)O)([O-])=O.[Na+].[K+]. The catalyst is C(OCC)(=O)C. The product is [O:19]1[CH:20]=[CH:21][CH:22]=[C:18]1[CH2:17][CH2:16][C:13]1[CH:12]=[CH:11][C:10]([CH2:9][OH:8])=[CH:15][CH:14]=1. The yield is 0.990. (3) The reactants are CC(C)[N:3]=C=NC(C)C.[CH3:10][C:11]1[C:16]([NH:17][C:18]([C:20]2[S:24][C:23]([NH:25][C:26]3[CH:27]=[C:28]([N:33]4[CH2:38][CH2:37][N:36]([CH2:39][CH2:40][OH:41])[CH2:35][CH2:34]4)[N:29]=[C:30]([CH3:32])[N:31]=3)=[N:22][CH:21]=2)=[O:19])=[C:15]([Cl:42])[CH:14]=[CH:13][CH:12]=1.[NH:43](C(OC(C)(C)C)=O)[C@H:44]([C:48]([OH:50])=O)[CH:45]([CH3:47])[CH3:46].C1(C)C=CC(S([O-])(=O)=O)=CC=1.CN(C)C1C=C[NH+]=CC=1. The catalyst is C(Cl)Cl.CN(C=O)C. The product is [CH3:10][C:11]1[C:16]([NH:17][C:18]([C:20]2[S:24][C:23]([NH:25][C:26]3[CH:27]=[C:28]([N:33]4[CH2:38][CH2:37][N:36]([CH2:39][CH2:40][OH:41])[CH2:35][CH2:34]4)[N:29]=[C:30]([CH3:32])[N:31]=3)=[N:22][CH:21]=2)=[O:19])=[C:15]([Cl:42])[CH:14]=[CH:13][CH:12]=1.[NH2:43][C@H:44]([C:48]([NH2:3])=[O:50])[CH:45]([CH3:47])[CH3:46]. The yield is 0.680.